This data is from Full USPTO retrosynthesis dataset with 1.9M reactions from patents (1976-2016). The task is: Predict the reactants needed to synthesize the given product. Given the product [C:39]([N:36]1[CH2:35][CH2:34][CH:38]([C:9]2[CH:8]=[CH:7][C:3]([C:4]([NH2:6])=[O:5])=[C:2]([O:25][C:22]3[CH:21]=[CH:20][C:19]([O:12][C:13]4[CH:18]=[CH:17][CH:16]=[CH:15][CH:14]=4)=[CH:24][CH:23]=3)[N:10]=2)[CH2:37]1)(=[O:41])[CH:47]=[CH2:48], predict the reactants needed to synthesize it. The reactants are: Cl[C:2]1[N:10]=[C:9](Cl)[CH:8]=[CH:7][C:3]=1[C:4]([NH2:6])=[O:5].[O:12]([C:19]1[CH:24]=[CH:23][C:22]([OH:25])=[CH:21][CH:20]=1)[C:13]1[CH:18]=[CH:17][CH:16]=[CH:15][CH:14]=1.CC1(C)C(C)(C)OB([C:34]2[CH2:35][N:36]([C:39]([O:41]C(C)(C)C)=O)[CH2:37][CH:38]=2)O1.[C:47](Cl)(=O)[CH:48]=C.N1C=CCCC1.N1CCCCC1.